The task is: Predict the reactants needed to synthesize the given product.. This data is from Full USPTO retrosynthesis dataset with 1.9M reactions from patents (1976-2016). (1) Given the product [CH3:33][O:32][C:30]([C:29]1[C:28](=[O:35])[N:19]([CH2:20][C:21]2[CH:26]=[CH:25][C:24]([F:27])=[CH:23][CH:22]=2)[N:7]2[C:6](=[CH:14][C:13]3[C:8]2=[CH:9][C:10]([C:15]([F:18])([F:17])[F:16])=[CH:11][CH:12]=3)[C:4]=1[OH:3])=[O:31], predict the reactants needed to synthesize it. The reactants are: C([O:3][C:4]([C:6]1[N:7]([N:19]([C:28](=[O:35])[CH2:29][C:30]([O:32][CH2:33]C)=[O:31])[CH2:20][C:21]2[CH:26]=[CH:25][C:24]([F:27])=[CH:23][CH:22]=2)[C:8]2[C:13]([CH:14]=1)=[CH:12][CH:11]=[C:10]([C:15]([F:18])([F:17])[F:16])[CH:9]=2)=O)C.C[O-].[Na+].CO. (2) Given the product [CH3:25][S:22]([N:17]1[CH2:16][CH2:15][C:14]2[C:19](=[CH:20][CH:21]=[C:12]([O:11][CH2:10][CH2:9][CH2:8][C:5]3[CH:6]=[CH:7][C:2]([B:29]4[O:30][C:31]([CH3:33])([CH3:32])[C:27]([CH3:43])([CH3:26])[O:28]4)=[CH:3][CH:4]=3)[CH:13]=2)[CH2:18]1)(=[O:24])=[O:23], predict the reactants needed to synthesize it. The reactants are: Br[C:2]1[CH:7]=[CH:6][C:5]([CH2:8][CH2:9][CH2:10][O:11][C:12]2[CH:13]=[C:14]3[C:19](=[CH:20][CH:21]=2)[CH2:18][N:17]([S:22]([CH3:25])(=[O:24])=[O:23])[CH2:16][CH2:15]3)=[CH:4][CH:3]=1.[CH3:26][C:27]1([CH3:43])[C:31]([CH3:33])([CH3:32])[O:30][B:29]([B:29]2[O:30][C:31]([CH3:33])([CH3:32])[C:27]([CH3:43])([CH3:26])[O:28]2)[O:28]1.CC([O-])=O.[K+]. (3) Given the product [OH:30][CH:22]([C:23]1([CH2:27][CH2:28][CH3:29])[CH2:26][CH2:25][CH2:24]1)[CH2:21][CH:20]=[CH:19][CH2:18][N:13]([S:14]([CH3:17])(=[O:16])=[O:15])[CH2:12][CH2:11][CH2:10][CH2:9][CH2:8][CH2:7][C:6]([OH:31])=[O:5], predict the reactants needed to synthesize it. The reactants are: [OH-].[Li+].C([O:5][C:6](=[O:31])[CH2:7][CH2:8][CH2:9][CH2:10][CH2:11][CH2:12][N:13]([CH2:18][CH:19]=[CH:20][CH2:21][CH:22]([OH:30])[C:23]1([CH2:27][CH2:28][CH3:29])[CH2:26][CH2:25][CH2:24]1)[S:14]([CH3:17])(=[O:16])=[O:15])C.Cl. (4) The reactants are: [C:1]1([N:7]2[C:19]3[CH:18]=[C:17]([OH:20])[CH:16]=[CH:15][C:14]=3[C:13]3[C:8]2=[CH:9][CH:10]=[CH:11][CH:12]=3)[CH:6]=[CH:5][CH:4]=[CH:3][CH:2]=1.Br[C:22]1[CH:27]=[CH:26][CH:25]=[C:24](Br)[CH:23]=1.[C:29](=[O:32])([O-])[O-].[K+].[K+].[NH3:35]. Given the product [C:1]1([N:7]2[C:19]3[CH:18]=[C:17]([O:20][C:22]4[CH:27]=[CH:26][CH:25]=[C:24]([O:32][C:29]5[CH:18]=[CH:19][C:14]6[C:13]7[C:8](=[CH:9][CH:10]=[CH:11][CH:12]=7)[N:35]([C:4]7[CH:5]=[CH:6][CH:1]=[CH:2][CH:3]=7)[C:15]=6[CH:16]=5)[CH:23]=4)[CH:16]=[CH:15][C:14]=3[C:13]3[C:8]2=[CH:9][CH:10]=[CH:11][CH:12]=3)[CH:2]=[CH:3][CH:4]=[CH:5][CH:6]=1, predict the reactants needed to synthesize it. (5) Given the product [Br:18][C:19]1[CH:20]=[CH:21][C:22]([C:25]2([NH:28][CH2:16][CH2:15][C:2]3([OH:1])[CH2:3][CH2:4][C:5]4([O:10][CH2:9][C:8]([CH3:12])([CH3:11])[CH2:7][O:6]4)[CH2:13][CH2:14]3)[CH2:26][CH2:27]2)=[CH:23][CH:24]=1, predict the reactants needed to synthesize it. The reactants are: [OH:1][C:2]1([CH2:15][CH:16]=O)[CH2:14][CH2:13][C:5]2([O:10][CH2:9][C:8]([CH3:12])([CH3:11])[CH2:7][O:6]2)[CH2:4][CH2:3]1.[Br:18][C:19]1[CH:24]=[CH:23][C:22]([C:25]2([NH2:28])[CH2:27][CH2:26]2)=[CH:21][CH:20]=1. (6) Given the product [C:19]([O:18][C@H:17]1[C@@H:12]([O:13][C:14](=[O:16])[CH3:15])[C@H:11]([N:8]2[CH:7]=[N:6][C:5]3[C:9]2=[N:10][C:2]([Cl:1])=[N:3][C:4]=3[NH:35][C:34]2[CH:36]=[CH:37][C:31]([Cl:30])=[CH:32][C:33]=2[F:38])[O:23][C@@H:22]1[CH2:24][O:25][C:26](=[O:28])[CH3:27])(=[O:21])[CH3:20], predict the reactants needed to synthesize it. The reactants are: [Cl:1][C:2]1[N:10]=[C:9]2[C:5]([N:6]=[CH:7][N:8]2[C@@H:11]2[O:23][C@H:22]([CH2:24][O:25][C:26](=[O:28])[CH3:27])[C@@H:17]([O:18][C:19](=[O:21])[CH3:20])[C@H:12]2[O:13][C:14](=[O:16])[CH3:15])=[C:4](Cl)[N:3]=1.[Cl:30][C:31]1[CH:37]=[CH:36][C:34]([NH2:35])=[C:33]([F:38])[CH:32]=1.C1(P(C2C=CC=CC=2)C2C=CC=CC=2OC2C=CC=CC=2P(C2C=CC=CC=2)C2C=CC=CC=2)C=CC=CC=1.C(=O)([O-])[O-].[Cs+].[Cs+]. (7) Given the product [Cl:14][C:15]1[CH:23]=[CH:22][C:18]([C:6](=[O:8])[CH2:5][C:4]([O:10][CH2:11][CH3:12])=[O:9])=[CH:17][CH:16]=1, predict the reactants needed to synthesize it. The reactants are: [Cl-].[Mg+2].[Cl-].[C:4]([O:10][CH2:11][CH3:12])(=[O:9])[CH2:5][C:6]([O-:8])=O.[K+].[Cl:14][C:15]1[CH:23]=[CH:22][C:18](C(O)=O)=[CH:17][CH:16]=1.S(Cl)(Cl)=O.C(O)(=O)CC(CC(O)=O)(C(O)=O)O. (8) Given the product [OH:26][C:23]1[CH:24]=[CH:25][C:20]([C@@H:18]([NH:17][C:14](=[O:16])[CH2:13][N:10]2[C:9]3[C:4]([N+:1]([O-:3])=[O:2])=[CH:5][CH:6]=[CH:7][C:8]=3[N:12]=[CH:11]2)[CH3:19])=[CH:21][CH:22]=1, predict the reactants needed to synthesize it. The reactants are: [N+:1]([C:4]1[C:9]2[N:10]([CH2:13][C:14]([OH:16])=O)[CH:11]=[N:12][C:8]=2[CH:7]=[CH:6][CH:5]=1)([O-:3])=[O:2].[NH2:17][C@H:18]([C:20]1[CH:25]=[CH:24][C:23]([OH:26])=[CH:22][CH:21]=1)[CH3:19]. (9) The reactants are: CN(C)CCNC.BrC1SC(C=O)=CC=1.[CH3:16][N:17]([CH3:29])[CH2:18][CH2:19][N:20]([CH3:28])[C:21]1[S:25][C:24]([CH:26]=O)=[CH:23][CH:22]=1.[CH3:30][O:31][C:32]1[CH:33]=[C:34]([CH:38]=[CH:39][C:40]=1[O:41][CH3:42])[CH2:35][C:36]#[N:37]. Given the product [CH3:30][O:31][C:32]1[CH:33]=[C:34](/[C:35](=[CH:26]/[C:24]2[S:25][C:21]([N:20]([CH2:19][CH2:18][N:17]([CH3:29])[CH3:16])[CH3:28])=[CH:22][CH:23]=2)/[C:36]#[N:37])[CH:38]=[CH:39][C:40]=1[O:41][CH3:42], predict the reactants needed to synthesize it. (10) Given the product [NH2:21][C:22]1[CH:23]=[C:24]([CH:25]=[CH:26][CH:27]=1)[O:28][C:2]1[CH:3]=[CH:4][C:5]2[N:6]([CH:8]=[C:9]([C:11]([NH:13][CH3:14])=[O:12])[N:10]=2)[N:7]=1, predict the reactants needed to synthesize it. The reactants are: I[C:2]1[CH:3]=[CH:4][C:5]2[N:6]([CH:8]=[C:9]([C:11]([NH:13][CH3:14])=[O:12])[N:10]=2)[N:7]=1.C(=O)([O-])[O-].[K+].[K+].[NH2:21][C:22]1[CH:23]=[C:24]([OH:28])[CH:25]=[CH:26][CH:27]=1.